Dataset: Blood-brain barrier penetration binary classification data from Martins et al.. Task: Regression/Classification. Given a drug SMILES string, predict its absorption, distribution, metabolism, or excretion properties. Task type varies by dataset: regression for continuous measurements (e.g., permeability, clearance, half-life) or binary classification for categorical outcomes (e.g., BBB penetration, CYP inhibition). Dataset: bbb_martins. (1) The compound is CCC(=O)C1(O)CCC2C3CCC4=CC(=O)CCC4(C)C3C(O)CC21C. The result is 1 (penetrates BBB). (2) The compound is c1ccc(C2(N3CCCCC3)CCCCC2)cc1. The result is 1 (penetrates BBB).